Dataset: Forward reaction prediction with 1.9M reactions from USPTO patents (1976-2016). Task: Predict the product of the given reaction. (1) Given the reactants [NH:1]1[C:9]2[C:4](=[CH:5][CH:6]=[CH:7][C:8]=2[C:10]([OH:12])=O)[CH:3]=[CH:2]1.CN(C(ON1N=NC2C=CC=CC1=2)=[N+](C)C)C.[B-](F)(F)(F)F.C(N(CC)C(C)C)(C)C.[C:44]([C:48]1[CH:67]=[CH:66][C:51]([CH2:52][NH:53][CH2:54][CH2:55][C:56]2[CH:61]=[CH:60][C:59]([C:62]([F:65])([F:64])[F:63])=[CH:58][CH:57]=2)=[CH:50][CH:49]=1)([CH3:47])([CH3:46])[CH3:45], predict the reaction product. The product is: [C:44]([C:48]1[CH:67]=[CH:66][C:51]([CH2:52][N:53]([CH2:54][CH2:55][C:56]2[CH:57]=[CH:58][C:59]([C:62]([F:65])([F:63])[F:64])=[CH:60][CH:61]=2)[C:10]([C:8]2[CH:7]=[CH:6][CH:5]=[C:4]3[C:9]=2[NH:1][CH:2]=[CH:3]3)=[O:12])=[CH:50][CH:49]=1)([CH3:47])([CH3:45])[CH3:46]. (2) Given the reactants [S:1]1[C:5]2[CH:6]=[C:7]([NH:10][C:11]3[N:16]=[CH:15][C:14]([C:17]4[O:21][C:20]([C:22](OC)=[O:23])=[N:19][N:18]=4)=[C:13]([NH:26][CH:27]([CH3:29])[CH3:28])[CH:12]=3)[CH:8]=[CH:9][C:4]=2[N:3]=[CH:2]1.CO.[Li+].[BH4-], predict the reaction product. The product is: [S:1]1[C:5]2[CH:6]=[C:7]([NH:10][C:11]3[N:16]=[CH:15][C:14]([C:17]4[O:21][C:20]([CH2:22][OH:23])=[N:19][N:18]=4)=[C:13]([NH:26][CH:27]([CH3:29])[CH3:28])[CH:12]=3)[CH:8]=[CH:9][C:4]=2[N:3]=[CH:2]1. (3) Given the reactants Cl.[CH3:2][O:3][C:4](=[O:18])[C@H:5]([CH2:7][C:8]1[CH:13]=[CH:12][C:11]([OH:14])=[C:10]([C:15](=[O:17])[CH3:16])[CH:9]=1)[NH2:6].[C:19]([O:23][C:24](O[C:24]([O:23][C:19]([CH3:22])([CH3:21])[CH3:20])=[O:25])=[O:25])([CH3:22])([CH3:21])[CH3:20].CCN(C(C)C)C(C)C.OS([O-])(=O)=O.[K+], predict the reaction product. The product is: [CH3:2][O:3][C:4](=[O:18])[C@@H:5]([NH:6][C:24]([O:23][C:19]([CH3:22])([CH3:21])[CH3:20])=[O:25])[CH2:7][C:8]1[CH:13]=[CH:12][C:11]([OH:14])=[C:10]([C:15](=[O:17])[CH3:16])[CH:9]=1. (4) The product is: [NH2:3][CH2:12][C@H:13]([NH:21][C:22]1[S:23][C:26]([C:28]2[CH:37]=[CH:36][C:35]3[CH:34]=[N:33][CH:32]=[CH:31][C:30]=3[N:39]=2)=[N:25][N:24]=1)[CH2:14][C:15]1[CH:20]=[CH:19][CH:18]=[CH:17][CH:16]=1. Given the reactants O=C1C2C=CC=CC=2C(=O)[N:3]1[CH2:12][C@H:13]([NH:21][C:22]([NH:24][NH:25][C:26]([C:28]1C=[C:30]2[C:35](=[CH:36][CH:37]=1)[CH:34]=[N:33][CH:32]=[CH:31]2)=O)=[S:23])[CH2:14][C:15]1[CH:20]=[CH:19][CH:18]=[CH:17][CH:16]=1.Cl.[NH2:39][C@H](CC1C=CC=CC=1)CN1C(=O)C2C=CC=CC=2C1=O.N1C(C(NN)=O)=CC=C2C=NC=CC=12, predict the reaction product. (5) Given the reactants [CH3:1][N:2]([CH3:22])[C:3]1[S:7][C:6]([C:8]2[NH:13][C:12](=[O:14])[C:11]([C:15]([O:17]C)=[O:16])=[C:10]([OH:19])[C:9]=2[CH2:20][CH3:21])=[CH:5][CH:4]=1.[Li+].[I-].CCOCC.Cl, predict the reaction product. The product is: [CH3:1][N:2]([CH3:22])[C:3]1[S:7][C:6]([C:8]2[NH:13][C:12](=[O:14])[C:11]([C:15]([OH:17])=[O:16])=[C:10]([OH:19])[C:9]=2[CH2:20][CH3:21])=[CH:5][CH:4]=1. (6) Given the reactants Cl[CH2:2][CH2:3][CH2:4][O:5][C:6]1[C:14]2[C:9](=[N:10][CH:11]=[N:12][C:13]=2[NH:15][C:16]2[CH:21]=[CH:20][C:19]([O:22][CH2:23][C:24]3[CH:29]=[CH:28][CH:27]=[CH:26][N:25]=3)=[C:18]([Cl:30])[CH:17]=2)[NH:8][N:7]=1.[NH:31]1[CH2:36][CH2:35][O:34][CH2:33][CH2:32]1, predict the reaction product. The product is: [Cl:30][C:18]1[CH:17]=[C:16]([NH:15][C:13]2[N:12]=[CH:11][N:10]=[C:9]3[NH:8][N:7]=[C:6]([O:5][CH2:4][CH2:3][CH2:2][N:31]4[CH2:36][CH2:35][O:34][CH2:33][CH2:32]4)[C:14]=23)[CH:21]=[CH:20][C:19]=1[O:22][CH2:23][C:24]1[CH:29]=[CH:28][CH:27]=[CH:26][N:25]=1. (7) Given the reactants [F:1][C:2]1[CH:24]=[CH:23][C:5]([O:6][CH2:7][C:8]2[N:9]=[C:10]3[S:17][C:16]([CH3:18])=[C:15]([C:19]([O:21]C)=O)[N:11]3[C:12](=[O:14])[CH:13]=2)=[CH:4][CH:3]=1.[CH2:25]([Mg]Br)[CH3:26], predict the reaction product. The product is: [F:1][C:2]1[CH:24]=[CH:23][C:5]([O:6][CH2:7][C:8]2[N:9]=[C:10]3[S:17][C:16]([CH3:18])=[C:15]([C:19](=[O:21])[CH2:25][CH3:26])[N:11]3[C:12](=[O:14])[CH:13]=2)=[CH:4][CH:3]=1. (8) Given the reactants [CH3:1][N:2]1[CH:6]=[CH:5][C:4]([NH:7][C:8]([C:10]2[C:15](Br)=[CH:14][CH:13]=[C:12]([CH3:17])[N:11]=2)=[O:9])=[N:3]1.[NH2:18][C:19]1[CH:23]=[CH:22][N:21]([CH3:24])[N:20]=1.C(=O)([O-])[O-].[Cs+].[Cs+].CC1(C)C2C(=C(P(C3C=CC=CC=3)C3C=CC=CC=3)C=CC=2)OC2C(P(C3C=CC=CC=3)C3C=CC=CC=3)=CC=CC1=2.C(Cl)(Cl)Cl, predict the reaction product. The product is: [CH3:1][N:2]1[CH:6]=[CH:5][C:4]([NH:7][C:8]([C:10]2[C:15]([NH:18][C:19]3[CH:23]=[CH:22][N:21]([CH3:24])[N:20]=3)=[CH:14][CH:13]=[C:12]([CH3:17])[N:11]=2)=[O:9])=[N:3]1.